Dataset: CYP1A2 inhibition data for predicting drug metabolism from PubChem BioAssay. Task: Regression/Classification. Given a drug SMILES string, predict its absorption, distribution, metabolism, or excretion properties. Task type varies by dataset: regression for continuous measurements (e.g., permeability, clearance, half-life) or binary classification for categorical outcomes (e.g., BBB penetration, CYP inhibition). Dataset: cyp1a2_veith. (1) The molecule is COc1ccc(CCN=c2c([N+](=O)[O-])nn(-c3ccccc3)n2O)cc1OC. The result is 1 (inhibitor). (2) The drug is COc1ccc2c(c1)CC[C@H]1[C@@H]2CC[C@@]2(C)[C@@H](NCCCCCCN3C(=O)C=CC3=O)CC[C@@H]12. The result is 0 (non-inhibitor). (3) The drug is COC(=O)N1CCC2(CCCN(Cc3ccccc3)C2)CC1. The result is 0 (non-inhibitor). (4) The drug is COc1ccc2c(c1)-c1ccccc1S(=O)(=O)N2C(C)=O. The result is 1 (inhibitor). (5) The compound is CCc1cc2c(nc1CC)CCN(CC/C(C)=N/OC[C@@H](O)COCc1ccco1)C2. The result is 0 (non-inhibitor). (6) The drug is CO[C@@H]1COC(=O)[C@@H](C)NC(=O)C/C=C\[C@@H](C)[C@H](NS(=O)(=O)c2ccc(C)cc2)COC(=O)[C@H](C)NC(=O)C/C=C\[C@H]1C. The result is 0 (non-inhibitor). (7) The molecule is Cc1cc(C(=O)O)c(C)n1-c1cccc(C(=O)O)c1.O=C1C[C@@H]2OCC=C3CN4CC[C@]56c7ccccc7N1[C@@H]5[C@@H]2[C@H]3C[C@H]46. The result is 0 (non-inhibitor). (8) The compound is Cn1c(SC2=CS(=O)(=O)c3ccccc32)nc2ccccc21. The result is 1 (inhibitor). (9) The molecule is CCCN(CC1CC1)c1nc(C)nc(Nc2c(Cl)cc(Cl)cc2Cl)c1Cl. The result is 0 (non-inhibitor).